From a dataset of Catalyst prediction with 721,799 reactions and 888 catalyst types from USPTO. Predict which catalyst facilitates the given reaction. (1) Reactant: [H-].[Na+].[NH2:3][C:4]1[N:9]=[CH:8][C:7]([CH2:10][CH:11]([C:17]2[N:18]=[CH:19][NH:20][CH:21]=2)[C:12]([O:14][CH2:15][CH3:16])=[O:13])=[CH:6][CH:5]=1.Br[CH:23]([C:30]1[CH:35]=[CH:34][CH:33]=[CH:32][CH:31]=1)[C:24]1[CH:29]=[CH:28][CH:27]=[CH:26][CH:25]=1.O. Product: [NH2:3][C:4]1[N:9]=[CH:8][C:7]([CH2:10][CH:11]([C:17]2[N:18]=[CH:19][N:20]([CH:23]([C:24]3[CH:29]=[CH:28][CH:27]=[CH:26][CH:25]=3)[C:30]3[CH:35]=[CH:34][CH:33]=[CH:32][CH:31]=3)[CH:21]=2)[C:12]([O:14][CH2:15][CH3:16])=[O:13])=[CH:6][CH:5]=1. The catalyst class is: 3. (2) Reactant: [C:1]([CH2:4][C:5](=[O:7])[CH3:6])(=O)[CH3:2].[N+:8]([C:11]1[CH:12]=[C:13]([CH:15]=[CH:16][CH:17]=1)[NH2:14])([O-:10])=[O:9].C1(C)C=CC(S(O)(=O)=O)=CC=1. Product: [N+:8]([C:11]1[CH:12]=[C:13]([NH:14][C:1]([CH3:2])=[CH:4][C:5](=[O:7])[CH3:6])[CH:15]=[CH:16][CH:17]=1)([O-:10])=[O:9]. The catalyst class is: 11. (3) Reactant: [Cl:1][C:2]1[CH:3]=[C:4]([C:9]2([C:22]([F:25])([F:24])[F:23])[O:13][N:12]=[C:11]([C:14]3[CH:15]=[CH:16][C:17]([CH3:21])=[C:18]([CH:20]=3)[NH2:19])[CH2:10]2)[CH:5]=[C:6]([Cl:8])[CH:7]=1.[C:26]([CH2:28][C:29](O)=[O:30])#[N:27].Cl.C(N(CC)CCCN=C=NCC)C.C(=O)([O-])O.[Na+]. Product: [Cl:1][C:2]1[CH:3]=[C:4]([C:9]2([C:22]([F:23])([F:25])[F:24])[O:13][N:12]=[C:11]([C:14]3[CH:15]=[CH:16][C:17]([CH3:21])=[C:18]([NH:19][C:29](=[O:30])[CH2:28][C:26]#[N:27])[CH:20]=3)[CH2:10]2)[CH:5]=[C:6]([Cl:8])[CH:7]=1. The catalyst class is: 9. (4) Reactant: Cl[C:2]1[C:7]([N:8]([CH3:25])[C:9](=[O:24])[C:10]2[CH:15]=[C:14]([C:16]([F:19])([F:18])[F:17])[CH:13]=[C:12]([S:20]([CH3:23])(=[O:22])=[O:21])[CH:11]=2)=[C:6]([C:26]2[CH:31]=[CH:30][C:29]([F:32])=[CH:28][C:27]=2[O:33][CH3:34])[CH:5]=[CH:4][N:3]=1.[Cl-].C[Zn+].[CH3:38]N1CCN(C)C1=O.C(O)(=O)CC(CC(O)=O)(C(O)=O)O. Product: [F:32][C:29]1[CH:30]=[CH:31][C:26]([C:6]2[CH:5]=[CH:4][N:3]=[C:2]([CH3:38])[C:7]=2[N:8]([CH3:25])[C:9](=[O:24])[C:10]2[CH:15]=[C:14]([C:16]([F:19])([F:18])[F:17])[CH:13]=[C:12]([S:20]([CH3:23])(=[O:22])=[O:21])[CH:11]=2)=[C:27]([O:33][CH3:34])[CH:28]=1. The catalyst class is: 49. (5) Reactant: C(OC([N:6]1[CH:15]=[C:14]([CH:16]=[O:17])[C:13]2[C:8](=[CH:9][C:10]([O:23][CH3:24])=[C:11]([O:18][CH2:19][CH2:20][CH2:21][CH3:22])[CH:12]=2)[CH:7]1[CH2:25][C:26]1[CH:31]=[CH:30][CH:29]=[C:28]([O:32][CH3:33])[CH:27]=1)=O)C.[OH-].[K+]. Product: [CH2:19]([O:18][C:11]1[CH:12]=[C:13]2[C:8](=[CH:9][C:10]=1[O:23][CH3:24])[CH:7]([CH2:25][C:26]1[CH:31]=[CH:30][CH:29]=[C:28]([O:32][CH3:33])[CH:27]=1)[NH:6][CH:15]=[C:14]2[CH:16]=[O:17])[CH2:20][CH2:21][CH3:22]. The catalyst class is: 5.